Task: Predict the reactants needed to synthesize the given product.. Dataset: Full USPTO retrosynthesis dataset with 1.9M reactions from patents (1976-2016) (1) Given the product [Cl:1][C:2]1[CH:3]=[C:4]([N:10]2[C:14]3=[N:15][C:16]([NH:19][C@H:20]([C:22]4[CH:27]=[CH:26][C:25]([F:28])=[CH:24][N:23]=4)[CH3:21])=[CH:17][CH:18]=[C:13]3[N:12]=[CH:11]2)[C:5](=[O:8])[NH:6][CH:7]=1, predict the reactants needed to synthesize it. The reactants are: [Cl:1][C:2]1[CH:3]=[C:4]([N:10]2[C:14]3=[N:15][C:16]([NH:19][C@H:20]([C:22]4[CH:27]=[CH:26][C:25]([F:28])=[CH:24][N:23]=4)[CH3:21])=[CH:17][CH:18]=[C:13]3[N:12]=[CH:11]2)[C:5]([O:8]C)=[N:6][CH:7]=1. (2) Given the product [O:27]=[C:3]1[C:4]2[C:9](=[CH:8][CH:7]=[C:6]([O:17][CH2:18][CH2:19][CH2:20][C:21]3[CH:26]=[CH:25][CH:24]=[CH:23][CH:22]=3)[CH:5]=2)[C:10]([C:11]2[CH:16]=[CH:15][CH:14]=[CH:13][CH:12]=2)=[C:2]1[C:28]#[N:29], predict the reactants needed to synthesize it. The reactants are: Br[C:2]1[C:3](=[O:27])[C:4]2[C:9]([C:10]=1[C:11]1[CH:16]=[CH:15][CH:14]=[CH:13][CH:12]=1)=[CH:8][CH:7]=[C:6]([O:17][CH2:18][CH2:19][CH2:20][C:21]1[CH:26]=[CH:25][CH:24]=[CH:23][CH:22]=1)[CH:5]=2.[CH3:28][N:29](C)C=O.